Dataset: Peptide-MHC class II binding affinity with 134,281 pairs from IEDB. Task: Regression. Given a peptide amino acid sequence and an MHC pseudo amino acid sequence, predict their binding affinity value. This is MHC class II binding data. (1) The MHC is DRB1_1101 with pseudo-sequence DRB1_1101. The binding affinity (normalized) is 0.176. The peptide sequence is RQAEPSLYGRHNCRC. (2) The peptide sequence is IDGRTSFYNEQIPDW. The MHC is DRB1_0101 with pseudo-sequence DRB1_0101. The binding affinity (normalized) is 0.0725. (3) The peptide sequence is TAPEVKYTVFETALK. The MHC is HLA-DPA10301-DPB10402 with pseudo-sequence HLA-DPA10301-DPB10402. The binding affinity (normalized) is 0.812. (4) The peptide sequence is LLGLLAPLASAQLSR. The MHC is DRB3_0101 with pseudo-sequence DRB3_0101. The binding affinity (normalized) is 0. (5) The peptide sequence is VSKGAPCRIPVIVAD. The MHC is DRB1_0701 with pseudo-sequence DRB1_0701. The binding affinity (normalized) is 0.372. (6) The peptide sequence is SQDNELSWNLNGLQAY. The MHC is HLA-DQA10301-DQB10302 with pseudo-sequence HLA-DQA10301-DQB10302. The binding affinity (normalized) is 0.387. (7) The peptide sequence is ADICKKYKIWMHVDAAWGGG. The MHC is HLA-DQA10301-DQB10302 with pseudo-sequence HLA-DQA10301-DQB10302. The binding affinity (normalized) is 0. (8) The peptide sequence is FWYVNHTGFNVHSLP. The MHC is DRB1_0405 with pseudo-sequence DRB1_0405. The binding affinity (normalized) is 0.460. (9) The peptide sequence is LRKLCIEGKITNITT. The MHC is DRB5_0101 with pseudo-sequence DRB5_0101. The binding affinity (normalized) is 0.206. (10) The peptide sequence is RKELLVTFKNAHAKK. The MHC is DRB3_0101 with pseudo-sequence DRB3_0101. The binding affinity (normalized) is 0.102.